This data is from Forward reaction prediction with 1.9M reactions from USPTO patents (1976-2016). The task is: Predict the product of the given reaction. (1) Given the reactants [CH:1]1([CH2:4][O:5][C:6]2[N:11]=[C:10]([C:12]([OH:14])=O)[CH:9]=[CH:8][C:7]=2[N:15]2[CH2:18][C:17]([F:20])([F:19])[CH2:16]2)[CH2:3][CH2:2]1.[CH3:21][CH:22]([CH3:32])[CH2:23][CH:24]([C:26]1[N:27]=[N:28][CH:29]=[CH:30][CH:31]=1)[NH2:25], predict the reaction product. The product is: [CH3:21][CH:22]([CH3:32])[CH2:23][C@H:24]([NH:25][C:12]([C:10]1[CH:9]=[CH:8][C:7]([N:15]2[CH2:18][C:17]([F:20])([F:19])[CH2:16]2)=[C:6]([O:5][CH2:4][CH:1]2[CH2:2][CH2:3]2)[N:11]=1)=[O:14])[C:26]1[N:27]=[N:28][CH:29]=[CH:30][CH:31]=1. (2) Given the reactants CN(C1C=CC=CC=1)C(Cl)=O.[CH3:12][N:13]([C:20]([N:22]=[C:23]=[S:24])=[O:21])[C:14]1[CH:19]=[CH:18][CH:17]=[CH:16][CH:15]=1.[Cl:25][C:26]1[CH:27]=[C:28]([CH:30]=[CH:31][C:32]=1[O:33][C:34]1[C:43]2[C:38](=[CH:39][C:40]([O:46][CH3:47])=[C:41]([O:44][CH3:45])[CH:42]=2)[N:37]=[CH:36][CH:35]=1)[NH2:29].C1(C)C=CC=CC=1, predict the reaction product. The product is: [CH3:12][N:13]([C:20]([N:22]=[C:23]=[S:24])=[O:21])[C:14]1[CH:19]=[CH:18][CH:17]=[CH:16][CH:15]=1.[Cl:25][C:26]1[CH:27]=[C:28]([NH:29][C:23]([NH:22][C:20]([N:13]([CH3:12])[C:14]2[CH:19]=[CH:18][CH:17]=[CH:16][CH:15]=2)=[O:21])=[S:24])[CH:30]=[CH:31][C:32]=1[O:33][C:34]1[C:43]2[C:38](=[CH:39][C:40]([O:46][CH3:47])=[C:41]([O:44][CH3:45])[CH:42]=2)[N:37]=[CH:36][CH:35]=1. (3) Given the reactants C(N(C(C)C)CC)(C)C.Br.[NH2:11][C@H:12]([C:16]1[O:17][C:18]([C:25]2[C:33]3[C:28](=[C:29]([Br:34])[CH:30]=[CH:31][CH:32]=3)[NH:27][CH:26]=2)=[C:19]([C:21]([O:23][CH3:24])=[O:22])[N:20]=1)[CH:13]([CH3:15])[CH3:14].[C:35]([NH:45][C@H:46]([C:55](O)=[O:56])[CH2:47][C:48]1[CH:53]=[CH:52][C:51]([OH:54])=[CH:50][CH:49]=1)([O:37][CH2:38][C:39]1[CH:44]=[CH:43][CH:42]=[CH:41][CH:40]=1)=[O:36].CN(C(ON1N=NC2C=CC=CC1=2)=[N+](C)C)C.[B-](F)(F)(F)F.C([O-])(O)=O.[Na+], predict the reaction product. The product is: [CH2:38]([O:37][C:35]([NH:45][C@@H:46]([CH2:47][C:48]1[CH:53]=[CH:52][C:51]([OH:54])=[CH:50][CH:49]=1)[C:55]([NH:11][C@H:12]([C:16]1[O:17][C:18]([C:25]2[C:33]3[C:28](=[C:29]([Br:34])[CH:30]=[CH:31][CH:32]=3)[NH:27][CH:26]=2)=[C:19]([C:21]([O:23][CH3:24])=[O:22])[N:20]=1)[CH:13]([CH3:15])[CH3:14])=[O:56])=[O:36])[C:39]1[CH:40]=[CH:41][CH:42]=[CH:43][CH:44]=1. (4) Given the reactants [CH:1]([C:3]1[CH:4]=[C:5]([C:9]2[CH:27]=[CH:26][C:12]3=[C:13]([C:22]([O:24][CH3:25])=[O:23])[CH:14]=[C:15]4[C:20]([C:19](=[O:21])[NH:18][CH:17]=[CH:16]4)=[C:11]3[CH:10]=2)[CH:6]=[CH:7][CH:8]=1)=O.[CH3:28][N:29]([CH3:35])[CH2:30][CH2:31][CH2:32][NH:33][CH3:34].C(N(CC)CC)C, predict the reaction product. The product is: [CH3:28][N:29]([CH3:35])[CH2:30][CH2:31][CH2:32][N:33]([CH2:1][C:3]1[CH:4]=[C:5]([C:9]2[CH:27]=[CH:26][C:12]3=[C:13]([C:22]([O:24][CH3:25])=[O:23])[CH:14]=[C:15]4[C:20]([C:19](=[O:21])[NH:18][CH:17]=[CH:16]4)=[C:11]3[CH:10]=2)[CH:6]=[CH:7][CH:8]=1)[CH3:34]. (5) Given the reactants [H-].[Na+].[NH:3]1[C:11]2[C:6](=[CH:7][CH:8]=[CH:9][CH:10]=2)[C:5]([CH2:12][C:13]([O:15][CH3:16])=[O:14])=[CH:4]1.[Si]([O:24][CH2:25][CH2:26][C@@H:27]1[CH2:29][N:28]1[S:30]([C:33]1[CH:38]=[CH:37][C:36]([F:39])=[CH:35][CH:34]=1)(=[O:32])=[O:31])(C(C)(C)C)(C)C.[CH3:40]I.Cl, predict the reaction product. The product is: [F:39][C:36]1[CH:37]=[CH:38][C:33]([S:30]([N:28]([CH3:40])[C@H:27]([CH2:26][CH2:25][OH:24])[CH2:29][N:3]2[C:11]3[C:6](=[CH:7][CH:8]=[CH:9][CH:10]=3)[C:5]([CH2:12][C:13]([O:15][CH3:16])=[O:14])=[CH:4]2)(=[O:32])=[O:31])=[CH:34][CH:35]=1. (6) Given the reactants [C:1]1([Mg]Cl)[CH:6]=[CH:5][CH:4]=[CH:3][CH:2]=1.[CH:9]1([C:12]2[NH:16][C:15]3[CH:17]=[C:18]([C:27]4[C:28]([CH3:33])=[N:29][O:30][C:31]=4[CH3:32])[CH:19]=[C:20]([C:21](N(OC)C)=[O:22])[C:14]=3[N:13]=2)[CH2:11][CH2:10]1, predict the reaction product. The product is: [CH:9]1([C:12]2[NH:16][C:15]3[CH:17]=[C:18]([C:27]4[C:28]([CH3:33])=[N:29][O:30][C:31]=4[CH3:32])[CH:19]=[C:20]([C:21]([C:1]4[CH:6]=[CH:5][CH:4]=[CH:3][CH:2]=4)=[O:22])[C:14]=3[N:13]=2)[CH2:11][CH2:10]1.